Predict the product of the given reaction. From a dataset of Forward reaction prediction with 1.9M reactions from USPTO patents (1976-2016). (1) The product is: [F:1][C:2]([F:30])([F:29])[C:3]1[CH:8]=[C:7]([C:9]([F:12])([F:11])[F:10])[CH:6]=[CH:5][C:4]=1[C:13]1[CH:17]=[C:16]([CH2:18][N:19]2[CH:24]=[C:23]3[N:25]=[C:26]([C:33]4[C:32]([F:31])=[CH:37][CH:36]=[CH:35][C:34]=4[F:38])[N:27]=[C:22]3[CH:21]=[N:20]2)[O:15][N:14]=1. Given the reactants [F:1][C:2]([F:30])([F:29])[C:3]1[CH:8]=[C:7]([C:9]([F:12])([F:11])[F:10])[CH:6]=[CH:5][C:4]=1[C:13]1[CH:17]=[C:16]([CH2:18][N:19]2[CH:24]=[C:23]3[N:25]=[C:26](Br)[N:27]=[C:22]3[CH:21]=[N:20]2)[O:15][N:14]=1.[F:31][C:32]1[CH:37]=[CH:36][CH:35]=[C:34]([F:38])[C:33]=1B(O)O, predict the reaction product. (2) Given the reactants C(N(CC)CC)C.Cl.[CH3:9][C:10](=[CH2:17])[C:11]([O:13][CH2:14][CH2:15][NH2:16])=[O:12].[F:18][C:19]([F:32])([F:31])[S:20](O[S:20]([C:19]([F:32])([F:31])[F:18])(=[O:22])=[O:21])(=[O:22])=[O:21], predict the reaction product. The product is: [CH3:17][C:10](=[CH2:9])[C:11]([O:13][CH2:14][CH2:15][NH:16][S:20]([C:19]([F:32])([F:31])[F:18])(=[O:22])=[O:21])=[O:12]. (3) Given the reactants C([O:3][C:4]([C@H:6]1[C@H:10]([NH:11][C:12]([O:14][CH2:15][C:16]2[CH:21]=[CH:20][CH:19]=[CH:18][CH:17]=2)=[O:13])[CH2:9][N:8]([C:22]([O:24][C:25]([CH3:28])([CH3:27])[CH3:26])=[O:23])[CH2:7]1)=[O:5])C.[Li+].[OH-], predict the reaction product. The product is: [C:25]([O:24][C:22]([N:8]1[CH2:9][C@@H:10]([NH:11][C:12]([O:14][CH2:15][C:16]2[CH:17]=[CH:18][CH:19]=[CH:20][CH:21]=2)=[O:13])[C@H:6]([C:4]([OH:5])=[O:3])[CH2:7]1)=[O:23])([CH3:28])([CH3:26])[CH3:27]. (4) The product is: [CH3:16][O:15][C:4]1[CH:3]=[C:2]([N:24]2[CH:25]=[CH:26][N:27]=[C:23]2[CH:20]2[CH2:21][CH2:22][O:17][CH2:18][CH2:19]2)[C:11]([N+:12]([O-:14])=[O:13])=[CH:10][C:5]=1[C:6]([O:8][CH3:9])=[O:7]. Given the reactants F[C:2]1[C:11]([N+:12]([O-:14])=[O:13])=[CH:10][C:5]([C:6]([O:8][CH3:9])=[O:7])=[C:4]([O:15][CH3:16])[CH:3]=1.[O:17]1[CH2:22][CH2:21][CH:20]([C:23]2[NH:24][CH:25]=[CH:26][N:27]=2)[CH2:19][CH2:18]1.C(N1CCCC1=O)C.C(=O)([O-])[O-].[K+].[K+], predict the reaction product. (5) Given the reactants [N:1]1([CH2:5][C:6]2[N:10]([CH3:11])[N:9]=[C:8]([NH2:12])[CH:7]=2)[CH2:4][CH2:3][CH2:2]1.Br[C:14]1[C:15](=[O:22])[N:16](C)[N:17]=[C:18]([Cl:20])[CH:19]=1.C[Si](C)(C)[N-][Si](C)(C)C.[Li+].CC1(C)C2C(=C(P(C3C=CC=CC=3)C3C=CC=CC=3)C=CC=2)OC2C(P(C3C=CC=CC=3)C3C=CC=CC=3)=CC=CC1=2.Cl, predict the reaction product. The product is: [N:1]1([CH2:5][C:6]2[N:10]([CH3:11])[N:9]=[C:8]([NH:12][C:14]3[C:15](=[O:22])[NH:16][N:17]=[C:18]([Cl:20])[CH:19]=3)[CH:7]=2)[CH2:4][CH2:3][CH2:2]1. (6) Given the reactants [NH2:1][C:2]1[C:3]([C:15]([NH2:17])=[O:16])=[N:4][N:5]([C:7]2[CH:12]=[CH:11][CH:10]=[C:9]([Cl:13])[C:8]=2[F:14])[CH:6]=1.[O-:18][C:19]#[N:20].[K+].C(O)(C)C.O.C(O)(=O)C, predict the reaction product. The product is: [Cl:13][C:9]1[C:8]([F:14])=[C:7]([N:5]2[CH:6]=[C:2]([NH:1][C:19]([NH2:20])=[O:18])[C:3]([C:15]([NH2:17])=[O:16])=[N:4]2)[CH:12]=[CH:11][CH:10]=1.